Dataset: Full USPTO retrosynthesis dataset with 1.9M reactions from patents (1976-2016). Task: Predict the reactants needed to synthesize the given product. Given the product [CH3:1][O:2][C:3]1[CH:8]=[C:7]([O:9][CH3:10])[CH:6]=[CH:5][C:4]=1[CH2:11][N:12]1[C:17]([OH:18])=[C:16]([C:19]([NH:44][CH2:45][C:46]([OH:48])=[O:47])=[O:20])[C:15](=[O:24])[N:14]([CH2:25][C:26]2[CH:27]=[CH:28][CH:29]=[CH:30][CH:31]=2)[C:13]1=[O:32], predict the reactants needed to synthesize it. The reactants are: [CH3:1][O:2][C:3]1[CH:8]=[C:7]([O:9][CH3:10])[CH:6]=[CH:5][C:4]=1[CH2:11][N:12]1[C:17]([OH:18])=[C:16]([C:19](OCC)=[O:20])[C:15](=[O:24])[N:14]([CH2:25][C:26]2[CH:31]=[CH:30][CH:29]=[CH:28][CH:27]=2)[C:13]1=[O:32].C1CCN2C(=NCCC2)CC1.[NH2:44][CH2:45][C:46]([OH:48])=[O:47].